Dataset: Forward reaction prediction with 1.9M reactions from USPTO patents (1976-2016). Task: Predict the product of the given reaction. (1) Given the reactants [NH2:1][C:2]1[CH:7]=[CH:6][C:5]([C:8]([N:10]([CH2:13][CH3:14])[CH2:11][CH3:12])=[O:9])=[CH:4][C:3]=1[NH:15][C:16](=O)[CH2:17][C:18]1[CH:23]=[CH:22][C:21]([O:24][CH2:25][CH3:26])=[CH:20][CH:19]=1.C(O[C:33]([N:35]1[CH2:41][CH2:40][CH2:39][C@@H:36]1[CH:37]=O)=O)(C)(C)C.C([BH3-])#N.[Na+].C(O)(C(F)(F)F)=O, predict the reaction product. The product is: [CH2:25]([O:24][C:21]1[CH:22]=[CH:23][C:18]([CH2:17][C:16]2[N:1]([CH2:37][C@H:36]3[CH2:39][CH2:40][CH2:41][N:35]3[CH3:33])[C:2]3[CH:7]=[CH:6][C:5]([C:8]([N:10]([CH2:13][CH3:14])[CH2:11][CH3:12])=[O:9])=[CH:4][C:3]=3[N:15]=2)=[CH:19][CH:20]=1)[CH3:26]. (2) Given the reactants [Br:1][C:2]1[C:3]([Cl:11])=[N:4][CH:5]=[C:6]([CH:10]=1)[C:7]([OH:9])=O.CN(C=O)C.O=S(Cl)Cl.CCN(C(C)C)C(C)C.[Cl:30][C:31]([F:41])([F:40])[O:32][C:33]1[CH:39]=[CH:38][C:36]([NH2:37])=[CH:35][CH:34]=1, predict the reaction product. The product is: [Br:1][C:2]1[C:3]([Cl:11])=[N:4][CH:5]=[C:6]([CH:10]=1)[C:7]([NH:37][C:36]1[CH:38]=[CH:39][C:33]([O:32][C:31]([Cl:30])([F:40])[F:41])=[CH:34][CH:35]=1)=[O:9]. (3) Given the reactants C[O:2][C:3]([C:5]1[CH:6]=[C:7]2[C:12](=[CH:13][CH:14]=1)[NH:11][CH:10]([C:15]1[CH:20]=[CH:19][CH:18]=[C:17]([N:21]3[CH2:26][CH2:25][O:24][CH2:23][CH2:22]3)[CH:16]=1)[CH2:9][C:8]12[CH2:30][CH2:29][CH2:28][CH2:27]1)=[O:4].[OH-].[Na+], predict the reaction product. The product is: [O:24]1[CH2:25][CH2:26][N:21]([C:17]2[CH:16]=[C:15]([CH:10]3[CH2:9][C:8]4([CH2:30][CH2:29][CH2:28][CH2:27]4)[C:7]4[C:12](=[CH:13][CH:14]=[C:5]([C:3]([OH:4])=[O:2])[CH:6]=4)[NH:11]3)[CH:20]=[CH:19][CH:18]=2)[CH2:22][CH2:23]1. (4) Given the reactants [S:1]1[CH:5]=[CH:4][CH:3]=[C:2]1[CH2:6][NH:7][C:8]([C:10]1[N:11]=[C:12]2[C:17]([C:18]([F:21])([F:20])[F:19])=[CH:16][C:15]([C:22]3[CH:27]=[CH:26][CH:25]=[C:24]([F:28])[CH:23]=3)=[CH:14][N:13]2[C:29]=1[CH2:30][N:31]1[CH2:36]COC[CH2:32]1)=[O:9].CNC, predict the reaction product. The product is: [S:1]1[CH:5]=[CH:4][CH:3]=[C:2]1[CH2:6][NH:7][C:8]([C:10]1[N:11]=[C:12]2[C:17]([C:18]([F:19])([F:20])[F:21])=[CH:16][C:15]([C:22]3[CH:27]=[CH:26][CH:25]=[C:24]([F:28])[CH:23]=3)=[CH:14][N:13]2[C:29]=1[CH2:30][N:31]([CH3:36])[CH3:32])=[O:9]. (5) Given the reactants CS(O[CH2:6][CH:7]1[N:12]2[C:13]3[CH:14]=[CH:15][CH:16]=[C:17]([F:20])[C:18]=3[CH:19]=[C:11]2[C:10]2[N:21]=[C:22]([Cl:25])[CH:23]=[CH:24][C:9]=2[O:8]1)(=O)=O.[N-:26]=[N+:27]=[N-:28].[Na+].O, predict the reaction product. The product is: [N:26]([CH2:6][CH:7]1[N:12]2[C:13]3[CH:14]=[CH:15][CH:16]=[C:17]([F:20])[C:18]=3[CH:19]=[C:11]2[C:10]2[N:21]=[C:22]([Cl:25])[CH:23]=[CH:24][C:9]=2[O:8]1)=[N+:27]=[N-:28]. (6) Given the reactants F[C:2]1[CH:7]=[CH:6][C:5]([N+:8]([O-:10])=[O:9])=[CH:4][C:3]=1[F:11].[NH:12]1[CH2:17][CH2:16][O:15][CH2:14][CH2:13]1, predict the reaction product. The product is: [F:11][C:3]1[CH:4]=[C:5]([N+:8]([O-:10])=[O:9])[CH:6]=[CH:7][C:2]=1[N:12]1[CH2:17][CH2:16][O:15][CH2:14][CH2:13]1.